From a dataset of Acute oral toxicity (LD50) regression data from Zhu et al.. Regression/Classification. Given a drug SMILES string, predict its toxicity properties. Task type varies by dataset: regression for continuous values (e.g., LD50, hERG inhibition percentage) or binary classification for toxic/non-toxic outcomes (e.g., AMES mutagenicity, cardiotoxicity, hepatotoxicity). Dataset: ld50_zhu. (1) The molecule is C=CC(=O)NC(C)(C)CC(C)=O. The rat oral LD50 is 1.93, given as -log10 of the dose in mol/kg body weight (higher means more acutely toxic). (2) The molecule is O=C1CCC(=O)O1. The rat oral LD50 is 1.82, given as -log10 of the dose in mol/kg body weight (higher means more acutely toxic). (3) The molecule is COc1ccc2c3c1OC1C(OC(=O)c4cccnc4)C=CC4C(C2)N(C)CCC341. The rat oral LD50 is 2.68, given as -log10 of the dose in mol/kg body weight (higher means more acutely toxic). (4) The compound is CCC1CCC(CC)O1. The rat oral LD50 is 1.58, given as -log10 of the dose in mol/kg body weight (higher means more acutely toxic). (5) The molecule is COP(=S)(OC)SC1CCSc2ccccc21. The rat oral LD50 is 4.79, given as -log10 of the dose in mol/kg body weight (higher means more acutely toxic). (6) The drug is Nc1ccc(S(=O)(=O)O)c(N)c1. The rat oral LD50 is 1.73, given as -log10 of the dose in mol/kg body weight (higher means more acutely toxic). (7) The compound is CN1CCOC1=O. The rat oral LD50 is 1.08, given as -log10 of the dose in mol/kg body weight (higher means more acutely toxic).